Task: Predict which catalyst facilitates the given reaction.. Dataset: Catalyst prediction with 721,799 reactions and 888 catalyst types from USPTO (1) Reactant: [Br:1][C:2]1[N:7]=[C:6]([C@:8]2([CH3:17])[C:13]([F:15])([F:14])[CH2:12][O:11][C:10]([NH2:16])=[N:9]2)[C:5]([F:18])=[CH:4][CH:3]=1.C(N(CC)CC)C.[CH3:26][O:27][C:28]1[CH:49]=[CH:48][C:31]([C:32](Cl)([C:41]2[CH:46]=[CH:45][CH:44]=[CH:43][CH:42]=2)[C:33]2[CH:38]=[CH:37][C:36]([O:39][CH3:40])=[CH:35][CH:34]=2)=[CH:30][CH:29]=1. Product: [CH3:40][O:39][C:36]1[CH:35]=[CH:34][C:33]([C:32]([NH:16][C:10]2[O:11][CH2:12][C:13]([F:14])([F:15])[C@:8]([C:6]3[C:5]([F:18])=[CH:4][CH:3]=[C:2]([Br:1])[N:7]=3)([CH3:17])[N:9]=2)([C:31]2[CH:30]=[CH:29][C:28]([O:27][CH3:26])=[CH:49][CH:48]=2)[C:41]2[CH:46]=[CH:45][CH:44]=[CH:43][CH:42]=2)=[CH:38][CH:37]=1. The catalyst class is: 2. (2) Reactant: [CH:1]1([C:6]2[CH:7]=[C:8]([CH2:17][CH2:18][C:19]([O:21][CH2:22][CH3:23])=[O:20])[CH:9]=[CH:10][C:11]=2[O:12][C:13]([O:15][CH3:16])=[O:14])[CH2:5][CH2:4][CH2:3][CH2:2]1.[N+:24]([O-])([O-:26])=[O:25].[K+]. The catalyst class is: 82. Product: [CH:1]1([C:6]2[C:11]([O:12][C:13]([O:15][CH3:16])=[O:14])=[CH:10][C:9]([N+:24]([O-:26])=[O:25])=[C:8]([CH2:17][CH2:18][C:19]([O:21][CH2:22][CH3:23])=[O:20])[CH:7]=2)[CH2:2][CH2:3][CH2:4][CH2:5]1. (3) Reactant: [CH:1]1[C:2]2[C:17](=[O:18])[C:16]([C:19]([OH:21])=[O:20])=[CH:15][N:14]([CH:22]3[CH2:24][CH2:23]3)[C:3]=2[CH:4]=[C:5]([N:8]2[CH2:13][CH2:12][NH:11][CH2:10][CH2:9]2)[C:6]=1[F:7].Cl.C(=O)([O-])[O-].[K+].[K+].BrCCCCCCBr. Product: [CH:1]1[C:2]2[C:17](=[O:18])[C:16]([C:19]([OH:21])=[O:20])=[CH:15][N:14]([CH:22]3[CH2:23][CH2:24]3)[C:3]=2[CH:4]=[C:5]([N:8]2[CH2:9][CH2:10][NH:11][CH2:12][CH2:13]2)[C:6]=1[F:7]. The catalyst class is: 3. (4) Reactant: [C:1]([C:5]1[N:9]([CH2:10][CH:11]2[CH2:16][CH2:15][C:14]([F:18])([F:17])[CH2:13][CH2:12]2)[C:8]2[CH:19]=[CH:20][C:21]([S:23]([N:26]3[CH2:31][CH2:30][O:29][CH:28]([C:32]([OH:34])=O)[CH2:27]3)(=[O:25])=[O:24])=[CH:22][C:7]=2[N:6]=1)([CH3:4])([CH3:3])[CH3:2].[CH:35]([N:38](CC)C(C)C)(C)C.CN.CN(C(ON1N=NC2C=CC=NC1=2)=[N+](C)C)C.F[P-](F)(F)(F)(F)F. Product: [C:1]([C:5]1[N:9]([CH2:10][CH:11]2[CH2:16][CH2:15][C:14]([F:17])([F:18])[CH2:13][CH2:12]2)[C:8]2[CH:19]=[CH:20][C:21]([S:23]([N:26]3[CH2:31][CH2:30][O:29][C@@H:28]([C:32]([NH:38][CH3:35])=[O:34])[CH2:27]3)(=[O:24])=[O:25])=[CH:22][C:7]=2[N:6]=1)([CH3:4])([CH3:3])[CH3:2]. The catalyst class is: 3. (5) Reactant: [CH:1]1([C:7](=O)[CH2:8][N:9]2[C:14](=[O:15])[C:13]([CH2:16][C:17]3[CH:22]=[CH:21][C:20]([C:23]4[CH:28]=[CH:27][CH:26]=[CH:25][C:24]=4[C:29]4[NH:33][C:32](=[O:34])[O:31][N:30]=4)=[CH:19][CH:18]=3)=[C:12]([CH2:35][CH2:36][CH3:37])[N:11]3[N:38]=[C:39]([CH3:41])[N:40]=[C:10]23)[CH2:6][CH2:5][CH2:4][CH2:3][CH2:2]1.Cl.[NH2:44][O:45][CH3:46].N1C=CC=CC=1.Cl. Product: [CH:1]1(/[C:7](=[N:44]/[O:45][CH3:46])/[CH2:8][N:9]2[C:14](=[O:15])[C:13]([CH2:16][C:17]3[CH:18]=[CH:19][C:20]([C:23]4[CH:28]=[CH:27][CH:26]=[CH:25][C:24]=4[C:29]4[NH:33][C:32](=[O:34])[O:31][N:30]=4)=[CH:21][CH:22]=3)=[C:12]([CH2:35][CH2:36][CH3:37])[N:11]3[N:38]=[C:39]([CH3:41])[N:40]=[C:10]23)[CH2:6][CH2:5][CH2:4][CH2:3][CH2:2]1. The catalyst class is: 69. (6) Reactant: Cl[C:2]1[N:7]=[C:6]([O:8][CH3:9])[C:5]([C:10]([OH:12])=[O:11])=[C:4]([CH3:13])[CH:3]=1.CN(C([O:21]N1N=NC2C=CC=NC1=2)=[N+](C)C)C.F[P-](F)(F)(F)(F)F.[CH3:38][CH2:39][N:40](CC)[CH2:41][CH3:42].FC1C=C(C=C(F)C=1)CN. Product: [CH3:9][O:8][C:6]1[C:5]([C:10]([OH:12])=[O:11])=[C:4]([CH3:13])[CH:3]=[C:2]([N:40]2[CH2:41][CH2:42][O:21][CH2:38][CH2:39]2)[N:7]=1. The catalyst class is: 49. (7) Reactant: [F:1][CH:2]([F:20])[O:3][C:4]1[C:9]2[O:10][C:11]3[CH:16]=[CH:15][N:14]=[CH:13][C:12]=3[C:8]=2[C:7]([C:17]([OH:19])=[O:18])=[CH:6][CH:5]=1.[CH:21]1[C:26]([N+:27]([O-:29])=[O:28])=[CH:25][CH:24]=[C:23](O)[CH:22]=1.CCN=C=NCCCN(C)C.CC1(C)C=CN=C(N)C1. Product: [F:20][CH:2]([F:1])[O:3][C:4]1[C:9]2[O:10][C:11]3[CH:16]=[CH:15][N:14]=[CH:13][C:12]=3[C:8]=2[C:7]([C:17]([O:19][C:23]2[CH:22]=[CH:21][C:26]([N+:27]([O-:29])=[O:28])=[CH:25][CH:24]=2)=[O:18])=[CH:6][CH:5]=1. The catalyst class is: 3. (8) The catalyst class is: 12. Product: [CH3:1][C:2]1[CH:7]=[C:6]([CH3:8])[NH:5][C:4](=[O:9])[C:3]=1[CH2:10][NH:11][C:12]([C:14]1[C:15]([CH3:37])=[C:16]([N:19]2[CH2:23][CH2:22][CH2:21][CH:20]2[CH:24]2[CH2:25][CH2:26][NH:27][CH2:28][CH2:29]2)[S:17][CH:18]=1)=[O:13]. Reactant: [CH3:1][C:2]1[CH:7]=[C:6]([CH3:8])[NH:5][C:4](=[O:9])[C:3]=1[CH2:10][NH:11][C:12]([C:14]1[C:15]([CH3:37])=[C:16]([N:19]2[CH2:23][CH2:22][CH2:21][CH:20]2[CH:24]2[CH2:29][CH2:28][N:27](C(OC(C)(C)C)=O)[CH2:26][CH2:25]2)[S:17][CH:18]=1)=[O:13].Cl.